Predict the reactants needed to synthesize the given product. From a dataset of Full USPTO retrosynthesis dataset with 1.9M reactions from patents (1976-2016). (1) Given the product [CH3:15][N:16]([CH3:18])/[CH:17]=[CH:11]/[C:10]([C:6]1[CH:7]=[CH:8][CH:9]=[C:4]([N+:1]([O-:3])=[O:2])[CH:5]=1)=[O:12], predict the reactants needed to synthesize it. The reactants are: [N+:1]([C:4]1[CH:5]=[C:6]([C:10](=[O:12])[CH3:11])[CH:7]=[CH:8][CH:9]=1)([O-:3])=[O:2].CO[CH:15](OC)[N:16]([CH3:18])[CH3:17]. (2) Given the product [Br:1][C:2]1[C:3]([O:21][CH3:22])=[C:4]([C:10]([O:13][Si:14]([C:17]([CH3:18])([CH3:19])[CH3:20])([CH3:15])[CH3:16])([CH2:24][C:25]2[CH:30]=[CH:29][C:28]([N+:31]([O-:33])=[O:32])=[CH:27][CH:26]=2)[C:11]#[N:12])[C:5]([O:8][CH3:9])=[CH:6][CH:7]=1, predict the reactants needed to synthesize it. The reactants are: [Br:1][C:2]1[C:3]([O:21][CH3:22])=[C:4]([CH:10]([O:13][Si:14]([C:17]([CH3:20])([CH3:19])[CH3:18])([CH3:16])[CH3:15])[C:11]#[N:12])[C:5]([O:8][CH3:9])=[CH:6][CH:7]=1.Br[CH2:24][C:25]1[CH:30]=[CH:29][C:28]([N+:31]([O-:33])=[O:32])=[CH:27][CH:26]=1. (3) Given the product [CH2:18]([O:17][C:15]([C:14]1[CH:29]([C:31]2[CH:32]=[CH:33][C:34]([C:35](=[O:36])[NH:37][CH2:38][C:39]3[O:40][CH:41]=[CH:42][CH:43]=3)=[CH:44][CH:45]=2)[C:7]2[C:8](=[O:10])[NH:9][CH:5]([CH:2]([CH3:4])[CH3:3])[C:6]=2[NH:12][C:13]=1[CH2:20][CH2:21][C:22]1[CH:23]=[CH:24][C:25]([F:28])=[CH:26][CH:27]=1)=[O:16])[CH3:19], predict the reactants needed to synthesize it. The reactants are: N.[CH:2]([C@H:5]1[NH:9][C:8](=[O:10])[CH2:7][C:6]1=O)([CH3:4])[CH3:3].[NH2:12][C:13]([CH2:20][CH2:21][C:22]1[CH:27]=[CH:26][C:25]([F:28])=[CH:24][CH:23]=1)=[CH:14][C:15]([O:17][CH2:18][CH3:19])=[O:16].[CH:29]([C:31]1[CH:45]=[CH:44][C:34]([C:35]([NH:37][CH2:38][C:39]2[O:40][CH:41]=[CH:42][CH:43]=2)=[O:36])=[CH:33][CH:32]=1)=O.